From a dataset of Forward reaction prediction with 1.9M reactions from USPTO patents (1976-2016). Predict the product of the given reaction. (1) Given the reactants [CH3:1][N:2]1[CH:10]=[C:9]2[C:4]([CH:5]=[CH:6][C:7]3[CH2:13][CH2:12][C@@H:11]([CH2:14][CH2:15][NH:16][C:17](=[O:19])[CH3:18])[C:8]=32)=[N:3]1.[Cl:20]N1C(=O)CCC1=O, predict the reaction product. The product is: [Cl:20][C:10]1[N:2]([CH3:1])[N:3]=[C:4]2[C:9]=1[C:8]1[C@H:11]([CH2:14][CH2:15][NH:16][C:17](=[O:19])[CH3:18])[CH2:12][CH2:13][C:7]=1[CH:6]=[CH:5]2. (2) Given the reactants [F:1][C:2]1[CH:7]=[CH:6][C:5]([CH:8]([OH:22])[CH:9]([NH2:21])[CH2:10][C:11]2[CH:16]=[CH:15][C:14]([C:17]([F:20])([F:19])[F:18])=[CH:13][CH:12]=2)=[CH:4][CH:3]=1.[O:23]=[C:24]1[C:32]2[C:27](=[CH:28][CH:29]=[CH:30][CH:31]=2)[CH:26]([C:33](O)=[O:34])[CH2:25]1.Cl.C(N=C=NCCCN(C)C)C.ON1C2C=CC=CC=2N=N1, predict the reaction product. The product is: [F:1][C:2]1[CH:3]=[CH:4][C:5]([CH:8]([OH:22])[CH:9]([NH:21][C:33]([CH:26]2[C:27]3[C:32](=[CH:31][CH:30]=[CH:29][CH:28]=3)[C:24](=[O:23])[CH2:25]2)=[O:34])[CH2:10][C:11]2[CH:16]=[CH:15][C:14]([C:17]([F:20])([F:19])[F:18])=[CH:13][CH:12]=2)=[CH:6][CH:7]=1.